This data is from Cav3 T-type calcium channel HTS with 100,875 compounds. The task is: Binary Classification. Given a drug SMILES string, predict its activity (active/inactive) in a high-throughput screening assay against a specified biological target. The drug is Clc1cc2c(nc(Nc3cc(ccc3)C(=O)NCCO)nc2cc1)c1ccccc1. The result is 0 (inactive).